From a dataset of Full USPTO retrosynthesis dataset with 1.9M reactions from patents (1976-2016). Predict the reactants needed to synthesize the given product. (1) Given the product [Cl:16][C:12]1[CH:11]=[C:10]([C@@H:8]2[C@@H:7]([C:17]3[CH:18]=[CH:19][C:20]([Cl:23])=[CH:21][CH:22]=3)[N:6]([CH2:24][CH:25]3[CH2:26][CH2:27]3)[C:5](=[O:28])[C:4]([CH2:1][CH:2]=[O:43])([CH2:29][CH2:30][O:31][Si:32]([CH:33]([CH3:35])[CH3:34])([CH:39]([CH3:40])[CH3:41])[CH:36]([CH3:38])[CH3:37])[CH2:9]2)[CH:15]=[CH:14][CH:13]=1, predict the reactants needed to synthesize it. The reactants are: [CH2:1]([C:4]1([CH2:29][CH2:30][O:31][Si:32]([CH:39]([CH3:41])[CH3:40])([CH:36]([CH3:38])[CH3:37])[CH:33]([CH3:35])[CH3:34])[CH2:9][C@H:8]([C:10]2[CH:15]=[CH:14][CH:13]=[C:12]([Cl:16])[CH:11]=2)[C@@H:7]([C:17]2[CH:22]=[CH:21][C:20]([Cl:23])=[CH:19][CH:18]=2)[N:6]([CH2:24][CH:25]2[CH2:27][CH2:26]2)[C:5]1=[O:28])[CH:2]=C.I([O-])(=O)(=O)=[O:43].[Na+]. (2) Given the product [CH2:1]([C:3]([CH2:10][OH:11])([CH2:6][CH2:7][CH2:8][CH3:9])[CH:4]=[O:5])[CH3:2], predict the reactants needed to synthesize it. The reactants are: [CH2:1]([CH:3]([CH2:6][CH2:7][CH2:8][CH3:9])[CH:4]=[O:5])[CH3:2].[CH2:10]=[O:11]. (3) Given the product [C:1]1([C:7]2[N:11]=[C:10]([N:12]3[CH2:17][CH2:16][N:15]([C:34]([NH:33][C:28]4[CH:29]=[CH:30][CH:31]=[CH:32][C:27]=4[C:26]([F:25])([F:36])[F:37])=[O:35])[CH2:14][CH2:13]3)[S:9][N:8]=2)[CH:2]=[CH:3][CH:4]=[CH:5][CH:6]=1, predict the reactants needed to synthesize it. The reactants are: [C:1]1([C:7]2[N:11]=[C:10]([N:12]3[CH2:17][CH2:16][NH:15][CH2:14][CH2:13]3)[S:9][N:8]=2)[CH:6]=[CH:5][CH:4]=[CH:3][CH:2]=1.C(N(CC)CC)C.[F:25][C:26]([F:37])([F:36])[C:27]1[CH:32]=[CH:31][CH:30]=[CH:29][C:28]=1[N:33]=[C:34]=[O:35].